Dataset: Full USPTO retrosynthesis dataset with 1.9M reactions from patents (1976-2016). Task: Predict the reactants needed to synthesize the given product. (1) The reactants are: [N+:1]([C:4]1[CH:5]=[CH:6][C:7](OC2C=C3C(=CC=2)OC(C2C=CC=CC=2)CC3)=[N:8][CH:9]=1)([O-:3])=[O:2].[Cl:27][C:28]1[CH:33]=[C:32]([Cl:34])[CH:31]=[CH:30][C:29]=1[CH:35]1[CH2:44][CH2:43][C:42]2[C:37](=[CH:38][CH:39]=[C:40]([OH:45])[CH:41]=2)[O:36]1. Given the product [Cl:27][C:28]1[CH:33]=[C:32]([Cl:34])[CH:31]=[CH:30][C:29]=1[CH:35]1[CH2:44][CH2:43][C:42]2[C:37](=[CH:38][CH:39]=[C:40]([O:45][C:7]3[CH:6]=[CH:5][C:4]([N+:1]([O-:3])=[O:2])=[CH:9][N:8]=3)[CH:41]=2)[O:36]1, predict the reactants needed to synthesize it. (2) Given the product [F:25][C:22]1[CH:23]=[C:24]2[C:19](=[CH:20][CH:21]=1)[NH:18][CH:17]=[C:16]2[CH2:15][CH2:14][CH2:13][CH2:12][N:40]1[CH2:41][CH2:42][N:37]([C:29]2[S:30][C:31]([C:32]([O:34][CH2:35][CH3:36])=[O:33])=[C:27]([CH3:26])[N:28]=2)[CH2:38][CH2:39]1, predict the reactants needed to synthesize it. The reactants are: CC1C=CC(S(O[CH2:12][CH2:13][CH2:14][CH2:15][C:16]2[C:24]3[C:19](=[CH:20][CH:21]=[C:22]([F:25])[CH:23]=3)[NH:18][CH:17]=2)(=O)=O)=CC=1.[CH3:26][C:27]1[N:28]=[C:29]([N:37]2[CH2:42][CH2:41][NH:40][CH2:39][CH2:38]2)[S:30][C:31]=1[C:32]([O:34][CH2:35][CH3:36])=[O:33].C(=O)([O-])[O-].[K+].[K+].[I-].[K+].